From a dataset of Reaction yield outcomes from USPTO patents with 853,638 reactions. Predict the reaction yield, written as a fraction of the theoretical maximum amount of product (1.0 means a 100% yield; for example, 0.34 means a 34% yield). (1) The reactants are Br[C:2]1[CH:10]=[C:9]2[C:5]([CH2:6][N:7]([C:12]3[CH:17]=[CH:16][C:15]([CH:18]([CH3:26])[C:19]([O:21][C:22]([CH3:25])([CH3:24])[CH3:23])=[O:20])=[CH:14][CH:13]=3)[C:8]2=[O:11])=[CH:4][CH:3]=1.[CH:27](/B(O)O)=[CH:28]/[CH3:29].C(=O)([O-])[O-].[Cs+].[Cs+].COCCOC.O. The catalyst is C(OCC)(=O)C.C1C=CC(P(C2C=CC=CC=2)C2C=CC=CC=2)=CC=1.C1C=CC(P(C2C=CC=CC=2)C2C=CC=CC=2)=CC=1.C1C=CC(P(C2C=CC=CC=2)C2C=CC=CC=2)=CC=1.C1C=CC(P(C2C=CC=CC=2)C2C=CC=CC=2)=CC=1.[Pd]. The product is [O:11]=[C:8]1[C:9]2[C:5](=[CH:4][CH:3]=[C:2]([CH:27]=[CH:28][CH3:29])[CH:10]=2)[CH2:6][N:7]1[C:12]1[CH:13]=[CH:14][C:15]([CH:18]([CH3:26])[C:19]([O:21][C:22]([CH3:23])([CH3:25])[CH3:24])=[O:20])=[CH:16][CH:17]=1. The yield is 0.770. (2) The reactants are Br[C:2]1[S:6][C:5]([C:7]([NH:9][C:10]2[CH:15]=[CH:14][C:13]([O:16][CH3:17])=[C:12]([NH:18][C:19](=[O:27])[CH2:20][N:21]3[CH2:26][CH2:25][O:24][CH2:23][CH2:22]3)[CH:11]=2)=[O:8])=[CH:4][CH:3]=1.[F:28][C:29]1[CH:34]=[CH:33][C:32](B(O)O)=[CH:31][CH:30]=1.C(=O)([O-])[O-].[Na+].[Na+]. The catalyst is O1CCOCC1. The product is [F:28][C:29]1[CH:34]=[CH:33][C:32]([C:2]2[S:6][C:5]([C:7]([NH:9][C:10]3[CH:15]=[CH:14][C:13]([O:16][CH3:17])=[C:12]([NH:18][C:19](=[O:27])[CH2:20][N:21]4[CH2:26][CH2:25][O:24][CH2:23][CH2:22]4)[CH:11]=3)=[O:8])=[CH:4][CH:3]=2)=[CH:31][CH:30]=1. The yield is 0.530. (3) The reactants are [CH3:1][Mg]Cl.[Br-].[CH3:5][C:6]1[CH:23]=[CH:22][C:9]([CH2:10][N:11]2[C:15](=[O:16])[N:14]([CH2:17][CH2:18][CH3:19])[C:13]([CH:20]=[O:21])=[N:12]2)=[CH:8][CH:7]=1. The catalyst is O1CCCC1. The product is [OH:21][CH:20]([C:13]1[N:14]([CH2:17][CH2:18][CH3:19])[C:15](=[O:16])[N:11]([CH2:10][C:9]2[CH:22]=[CH:23][C:6]([CH3:5])=[CH:7][CH:8]=2)[N:12]=1)[CH3:1]. The yield is 0.850. (4) The reactants are [F:1][C:2]([F:13])([F:12])[C:3]1[CH:4]=[C:5]([CH2:9][C:10]#[N:11])[CH:6]=[CH:7][CH:8]=1. The catalyst is N.[Ni]. The product is [F:1][C:2]([F:12])([F:13])[C:3]1[CH:4]=[C:5]([CH2:9][CH2:10][NH2:11])[CH:6]=[CH:7][CH:8]=1. The yield is 0.979.